From a dataset of Full USPTO retrosynthesis dataset with 1.9M reactions from patents (1976-2016). Predict the reactants needed to synthesize the given product. (1) Given the product [CH3:1][O:2][C:3]1[C:4](=[O:20])[C:5]([C:9]2[N:13]([C:14]3[CH:19]=[CH:18][CH:17]=[CH:16][CH:15]=3)[N:12]=[CH:11][CH:10]=2)=[N:6][N:7]([C:22]2[S:23][CH:24]=[CH:25][N:26]=2)[CH:8]=1, predict the reactants needed to synthesize it. The reactants are: [CH3:1][O:2][C:3]1[C:4]([OH:20])=[C:5]([C:9]2[N:13]([C:14]3[CH:19]=[CH:18][CH:17]=[CH:16][CH:15]=3)[N:12]=[CH:11][CH:10]=2)[N:6]=[N:7][CH:8]=1.Cl[C:22]1[S:23][CH:24]=[CH:25][N:26]=1.C(=O)([O-])[O-].[Cs+].[Cs+].O. (2) Given the product [CH3:17][NH:18][CH2:12][C:10]1[O:11][C:7]([C:3]2[CH:2]=[N:1][CH:6]=[CH:5][CH:4]=2)=[CH:8][CH:9]=1, predict the reactants needed to synthesize it. The reactants are: [N:1]1[CH:6]=[CH:5][CH:4]=[C:3]([C:7]2[O:11][C:10]([CH:12]=O)=[CH:9][CH:8]=2)[CH:2]=1.CN.Cl.[C:17]([BH3-])#[N:18].[Na+].